Dataset: Catalyst prediction with 721,799 reactions and 888 catalyst types from USPTO. Task: Predict which catalyst facilitates the given reaction. (1) Reactant: [C:1]1([N:7]2[CH2:12][CH2:11][NH:10][CH2:9][CH2:8]2)[CH:6]=[CH:5][CH:4]=[CH:3][CH:2]=1.C(N(C(C)C)CC)(C)C.[F:22][C:23]1[CH:24]=[C:25]([N+:30]([O-:32])=[O:31])[CH:26]=[CH:27][C:28]=1F. Product: [F:22][C:23]1[CH:24]=[C:25]([N+:30]([O-:32])=[O:31])[CH:26]=[CH:27][C:28]=1[N:10]1[CH2:11][CH2:12][N:7]([C:1]2[CH:6]=[CH:5][CH:4]=[CH:3][CH:2]=2)[CH2:8][CH2:9]1. The catalyst class is: 13. (2) Reactant: CS([Cl:5])(=O)=O.[CH3:6][C:7]1[N:8]=[C:9]([C:14]2[CH:19]=[CH:18][C:17]([C:20]([F:23])([F:22])[F:21])=[CH:16][CH:15]=2)[S:10][C:11]=1[CH2:12]O.C(N(CC)CC)C. Product: [Cl:5][CH2:12][C:11]1[S:10][C:9]([C:14]2[CH:19]=[CH:18][C:17]([C:20]([F:23])([F:22])[F:21])=[CH:16][CH:15]=2)=[N:8][C:7]=1[CH3:6]. The catalyst class is: 266. (3) Reactant: C(N(CC)CC)C.Cl.[NH2:9][C:10]1[CH:11]=[N:12][C:13]2[C:18]([C:19]=1[OH:20])=[CH:17][CH:16]=[C:15]([F:21])[CH:14]=2.[C:22](Cl)(=[O:26])[CH2:23][CH2:24][CH3:25].C(=O)(O)[O-].[Na+]. Product: [F:21][C:15]1[CH:14]=[C:13]2[C:18]([C:19]([OH:20])=[C:10]([NH:9][C:22](=[O:26])[CH2:23][CH2:24][CH3:25])[CH:11]=[N:12]2)=[CH:17][CH:16]=1. The catalyst class is: 7. (4) Reactant: Br[C:2]1[CH:7]=[CH:6][C:5]([C:8]2[CH:13]=[CH:12][C:11]([O:14][CH2:15][CH2:16][CH2:17][N:18]3[CH2:23][CH2:22][CH2:21][CH2:20][CH2:19]3)=[CH:10][CH:9]=2)=[CH:4][CH:3]=1.C(N(CC)CC)C.C1(C)C=CC=CC=1P(C1C=CC=CC=1C)C1C=CC=CC=1C.[C:53]([O:57][CH2:58][CH3:59])(=[O:56])[CH:54]=[CH2:55]. Product: [CH2:58]([O:57][C:53]([CH:54]=[CH:55][C:2]1[CH:7]=[CH:6][C:5]([C:8]2[CH:13]=[CH:12][C:11]([O:14][CH2:15][CH2:16][CH2:17][N:18]3[CH2:23][CH2:22][CH2:21][CH2:20][CH2:19]3)=[CH:10][CH:9]=2)=[CH:4][CH:3]=1)=[O:56])[CH3:59]. The catalyst class is: 524. (5) Reactant: [CH2:1]([O:8][C:9]1[CH:19]=[CH:18][C:12]2[CH:13]=[C:14]([CH2:16]O)[O:15][C:11]=2[CH:10]=1)[C:2]1[CH:7]=[CH:6][CH:5]=[CH:4][CH:3]=1.[C:20]1(=[O:30])[NH:24][C:23](=[O:25])[C:22]2=[CH:26][CH:27]=[CH:28][CH:29]=[C:21]12.C1(P(C2C=CC=CC=2)C2C=CC=CC=2)C=CC=CC=1.CCOC(/N=N/C(OCC)=O)=O. Product: [CH2:1]([O:8][C:9]1[CH:19]=[CH:18][C:12]2[CH:13]=[C:14]([CH2:16][N:24]3[C:20](=[O:30])[C:21]4[C:22](=[CH:26][CH:27]=[CH:28][CH:29]=4)[C:23]3=[O:25])[O:15][C:11]=2[CH:10]=1)[C:2]1[CH:3]=[CH:4][CH:5]=[CH:6][CH:7]=1. The catalyst class is: 132.